The task is: Predict the product of the given reaction.. This data is from Forward reaction prediction with 1.9M reactions from USPTO patents (1976-2016). (1) Given the reactants [H-].[Na+].[CH:3]1([CH2:9][CH2:10][CH2:11][C@@H:12]([C:21]2[O:25][N:24]=[C:23]([CH2:26][OH:27])[N:22]=2)[CH2:13][C:14]([O:16][C:17]([CH3:20])([CH3:19])[CH3:18])=[O:15])[CH2:8][CH2:7][CH2:6][CH2:5][CH2:4]1.[C:28]1([CH3:38])[CH:33]=[CH:32][C:31]([S:34](Cl)(=[O:36])=[O:35])=[CH:30][CH:29]=1, predict the reaction product. The product is: [CH:3]1([CH2:9][CH2:10][CH2:11][C@@H:12]([C:21]2[O:25][N:24]=[C:23]([CH2:26][O:27][S:34]([C:31]3[CH:32]=[CH:33][C:28]([CH3:38])=[CH:29][CH:30]=3)(=[O:36])=[O:35])[N:22]=2)[CH2:13][C:14]([O:16][C:17]([CH3:20])([CH3:19])[CH3:18])=[O:15])[CH2:4][CH2:5][CH2:6][CH2:7][CH2:8]1. (2) Given the reactants [Br:1][C:2]1[CH:3]=[C:4]2[C:9](=[CH:10][CH:11]=1)[N:8]=[CH:7][C:6]([C:12]#[N:13])=[C:5]2[CH3:14].[C:15]([O:19][C:20]([NH:22][C@H:23]([CH2:36][CH3:37])[CH2:24][O:25][C:26]1[CH:27]=[N:28][CH:29]=[C:30]([CH:35]=1)[C:31](OC)=O)=[O:21])([CH3:18])([CH3:17])[CH3:16].[Li+].C[Si]([N-:43][Si](C)(C)C)(C)C, predict the reaction product. The product is: [NH2:13][C:12]1[N:43]=[C:31]([C:30]2[CH:35]=[C:26]([O:25][CH2:24][C@H:23]([NH:22][C:20](=[O:21])[O:19][C:15]([CH3:18])([CH3:17])[CH3:16])[CH2:36][CH3:37])[CH:27]=[N:28][CH:29]=2)[CH:14]=[C:5]2[C:6]=1[CH:7]=[N:8][C:9]1[CH:10]=[CH:11][C:2]([Br:1])=[CH:3][C:4]2=1. (3) Given the reactants C([O:3][C:4](=[O:38])[C:5]([O:8][C:9]1[CH:14]=[CH:13][C:12]([S:15][CH2:16][C:17]2[C:18]([CH:34]3[CH2:36][CH2:35]3)=[N:19][C:20]([C:23]3[CH:28]=[CH:27][C:26]([O:29][C:30]([F:33])([F:32])[F:31])=[CH:25][CH:24]=3)=[N:21][CH:22]=2)=[CH:11][C:10]=1[CH3:37])([CH3:7])[CH3:6])C.[Li+].[OH-], predict the reaction product. The product is: [CH:34]1([C:18]2[C:17]([CH2:16][S:15][C:12]3[CH:13]=[CH:14][C:9]([O:8][C:5]([CH3:6])([CH3:7])[C:4]([OH:38])=[O:3])=[C:10]([CH3:37])[CH:11]=3)=[CH:22][N:21]=[C:20]([C:23]3[CH:24]=[CH:25][C:26]([O:29][C:30]([F:31])([F:33])[F:32])=[CH:27][CH:28]=3)[N:19]=2)[CH2:36][CH2:35]1. (4) Given the reactants [Cl:1][C:2]1[C:7]([F:8])=[CH:6][N:5]=[C:4]2[NH:9][CH:10]=[C:11]([I:12])[C:3]=12.[H-].[Na+].Cl[CH2:16][O:17][CH2:18][CH2:19][Si:20]([CH3:23])([CH3:22])[CH3:21], predict the reaction product. The product is: [Cl:1][C:2]1[C:7]([F:8])=[CH:6][N:5]=[C:4]2[N:9]([CH2:16][O:17][CH2:18][CH2:19][Si:20]([CH3:23])([CH3:22])[CH3:21])[CH:10]=[C:11]([I:12])[C:3]=12. (5) Given the reactants O=[C:2]([CH2:9][CH3:10])[CH2:3][C:4]([O:6]CC)=O.C1(NN)CCCCC1.[CH:19]1([C:22]2[N:26]([CH:27](C)C)[N:25]=[CH:24][C:23]=2C=O)[CH2:21][CH2:20]1, predict the reaction product. The product is: [CH:24]1([N:25]2[C:2]([CH2:9][CH3:10])=[C:3]([CH:4]=[O:6])[CH:27]=[N:26]2)[CH2:20][CH2:21][CH2:19][CH2:22][CH2:23]1. (6) The product is: [C:6]1([C:14]2[CH:15]=[CH:16][CH:17]=[CH:18][CH:19]=2)[CH:5]=[CH:4][C:9]([C:10]([OH:12])=[O:11])=[CH:8][CH:7]=1. Given the reactants [Li+].[I-].Cl[C:4]1[CH:5]=[C:6]([C:14]2[CH:19]=[CH:18][CH:17]=[C:16](COC3C=CC4C(=O)N(C5CCCC5)SC=4C=3)[CH:15]=2)[CH:7]=[CH:8][C:9]=1[C:10]([O:12]C)=[O:11].O, predict the reaction product. (7) Given the reactants Br[C:2]1[N:7]=[C:6](/[CH:8]=[C:9](\[C:31]#[N:32])/[C:10]([NH:12][CH:13]([C:17]2[CH:22]=[CH:21][C:20]([O:23][CH2:24][CH2:25][N:26]([CH2:29][CH3:30])[CH2:27][CH3:28])=[CH:19][CH:18]=2)[CH2:14][CH2:15][CH3:16])=[O:11])[CH:5]=[CH:4][CH:3]=1.[F:33]C1N=C(C=O)C=CC=1.C(CC(NC(C1C=CC(OCCN2CCCC2)=CC=1)CCC)=O)#N, predict the reaction product. The product is: [C:31](/[C:9](=[CH:8]\[C:6]1[CH:5]=[CH:4][CH:3]=[C:2]([F:33])[N:7]=1)/[C:10]([NH:12][CH:13]([C:17]1[CH:22]=[CH:21][C:20]([O:23][CH2:24][CH2:25][N:26]2[CH2:29][CH2:30][CH2:28][CH2:27]2)=[CH:19][CH:18]=1)[CH2:14][CH2:15][CH3:16])=[O:11])#[N:32].